Dataset: NCI-60 drug combinations with 297,098 pairs across 59 cell lines. Task: Regression. Given two drug SMILES strings and cell line genomic features, predict the synergy score measuring deviation from expected non-interaction effect. (1) Drug 1: C1=C(C(=O)NC(=O)N1)N(CCCl)CCCl. Drug 2: C1CNP(=O)(OC1)N(CCCl)CCCl. Cell line: HS 578T. Synergy scores: CSS=19.9, Synergy_ZIP=0.803, Synergy_Bliss=5.95, Synergy_Loewe=-5.02, Synergy_HSA=5.26. (2) Drug 1: C1CC(=O)NC(=O)C1N2CC3=C(C2=O)C=CC=C3N. Drug 2: C#CCC(CC1=CN=C2C(=N1)C(=NC(=N2)N)N)C3=CC=C(C=C3)C(=O)NC(CCC(=O)O)C(=O)O. Cell line: HS 578T. Synergy scores: CSS=2.04, Synergy_ZIP=1.33, Synergy_Bliss=1.81, Synergy_Loewe=-20.5, Synergy_HSA=0.510. (3) Drug 1: CC=C1C(=O)NC(C(=O)OC2CC(=O)NC(C(=O)NC(CSSCCC=C2)C(=O)N1)C(C)C)C(C)C. Drug 2: C1CCC(C(C1)N)N.C(=O)(C(=O)[O-])[O-].[Pt+4]. Cell line: HS 578T. Synergy scores: CSS=72.6, Synergy_ZIP=-1.83, Synergy_Bliss=-3.64, Synergy_Loewe=-3.79, Synergy_HSA=-1.26. (4) Drug 1: CCC(=C(C1=CC=CC=C1)C2=CC=C(C=C2)OCCN(C)C)C3=CC=CC=C3.C(C(=O)O)C(CC(=O)O)(C(=O)O)O. Drug 2: C1CC(=O)NC(=O)C1N2C(=O)C3=CC=CC=C3C2=O. Cell line: MOLT-4. Synergy scores: CSS=17.4, Synergy_ZIP=-6.49, Synergy_Bliss=-3.95, Synergy_Loewe=-13.7, Synergy_HSA=-6.66. (5) Cell line: RPMI-8226. Synergy scores: CSS=36.3, Synergy_ZIP=7.76, Synergy_Bliss=9.90, Synergy_Loewe=-10.7, Synergy_HSA=6.10. Drug 1: CC(CN1CC(=O)NC(=O)C1)N2CC(=O)NC(=O)C2. Drug 2: COC1=NC(=NC2=C1N=CN2C3C(C(C(O3)CO)O)O)N. (6) Drug 1: CC12CCC3C(C1CCC2=O)CC(=C)C4=CC(=O)C=CC34C. Drug 2: CC1=C(C=C(C=C1)C(=O)NC2=CC(=CC(=C2)C(F)(F)F)N3C=C(N=C3)C)NC4=NC=CC(=N4)C5=CN=CC=C5. Cell line: LOX IMVI. Synergy scores: CSS=22.7, Synergy_ZIP=2.53, Synergy_Bliss=-1.84, Synergy_Loewe=-0.274, Synergy_HSA=-0.179. (7) Drug 1: CC1=C(C=C(C=C1)NC(=O)C2=CC=C(C=C2)CN3CCN(CC3)C)NC4=NC=CC(=N4)C5=CN=CC=C5. Drug 2: CC1C(C(CC(O1)OC2CC(CC3=C2C(=C4C(=C3O)C(=O)C5=C(C4=O)C(=CC=C5)OC)O)(C(=O)CO)O)N)O.Cl. Cell line: TK-10. Synergy scores: CSS=29.9, Synergy_ZIP=1.49, Synergy_Bliss=4.62, Synergy_Loewe=-18.4, Synergy_HSA=0.426. (8) Drug 1: C1=CC=C(C=C1)NC(=O)CCCCCCC(=O)NO. Drug 2: CC1C(C(CC(O1)OC2CC(CC3=C2C(=C4C(=C3O)C(=O)C5=C(C4=O)C(=CC=C5)OC)O)(C(=O)CO)O)N)O.Cl. Cell line: MDA-MB-435. Synergy scores: CSS=37.2, Synergy_ZIP=-2.99, Synergy_Bliss=-0.841, Synergy_Loewe=-0.888, Synergy_HSA=0.970. (9) Drug 1: CC1=C(C(CCC1)(C)C)C=CC(=CC=CC(=CC(=O)O)C)C. Drug 2: CC1CCC2CC(C(=CC=CC=CC(CC(C(=O)C(C(C(=CC(C(=O)CC(OC(=O)C3CCCCN3C(=O)C(=O)C1(O2)O)C(C)CC4CCC(C(C4)OC)O)C)C)O)OC)C)C)C)OC. Cell line: BT-549. Synergy scores: CSS=14.5, Synergy_ZIP=1.03, Synergy_Bliss=-4.11, Synergy_Loewe=-17.9, Synergy_HSA=-5.29.